Dataset: Forward reaction prediction with 1.9M reactions from USPTO patents (1976-2016). Task: Predict the product of the given reaction. (1) Given the reactants [F:1][C:2]([F:17])([F:16])[CH2:3][NH:4][C:5]1[C:10]([NH2:11])=[CH:9][C:8]([C:12]([F:15])([F:14])[F:13])=[CH:7][N:6]=1.[CH2:18]([S:20][C:21]1[C:22]([C:31](O)=[O:32])=[N:23][CH:24]=[C:25]([C:27]([F:30])([F:29])[F:28])[CH:26]=1)[CH3:19].CCN=C=NCCCN(C)C.Cl.C1C=CC2N(O)N=NC=2C=1.C(O)(=O)CC(CC(O)=O)(C(O)=O)O, predict the reaction product. The product is: [F:17][C:2]([F:1])([F:16])[CH2:3][NH:4][C:5]1[C:10]([NH:11][C:31]([C:22]2[C:21]([S:20][CH2:18][CH3:19])=[CH:26][C:25]([C:27]([F:29])([F:30])[F:28])=[CH:24][N:23]=2)=[O:32])=[CH:9][C:8]([C:12]([F:13])([F:14])[F:15])=[CH:7][N:6]=1. (2) Given the reactants [C:1]([O:4][C@@H:5]1[C@H:9]([O:10]C(=O)C)[C@@H:8]([C:14]2[CH:18]=[C:17]([CH2:19][CH3:20])[O:16][N:15]=2)[O:7][C@H:6]1[N:21]1[CH:29]=[N:28][C:27]2[C:22]1=[N:23][C:24]([Cl:36])=[N:25][C:26]=2[NH:30][CH:31]([CH2:34][CH3:35])[CH2:32][CH3:33])(=[O:3])C.O1CCN(CCN)CC1, predict the reaction product. The product is: [CH:1]([OH:4])=[O:3].[Cl:36][C:24]1[N:23]=[C:22]2[C:27]([N:28]=[CH:29][N:21]2[C@H:6]2[C@H:5]([OH:4])[C@H:9]([OH:10])[C@@H:8]([C:14]3[CH:18]=[C:17]([CH2:19][CH3:20])[O:16][N:15]=3)[O:7]2)=[C:26]([NH:30][CH:31]([CH2:32][CH3:33])[CH2:34][CH3:35])[N:25]=1. (3) Given the reactants C([N:4]1[C:12]2[C:7](=[CH:8][CH:9]=[C:10]([NH:13][C:14](=[O:31])[C:15]3[CH:20]=[CH:19][CH:18]=[N:17][C:16]=3[NH:21][C:22]3[CH:30]=[C:29]4[C:25]([CH:26]=[N:27][NH:28]4)=[CH:24][CH:23]=3)[CH:11]=2)[C:6]([CH3:33])([CH3:32])[CH2:5]1)(=O)C.Cl, predict the reaction product. The product is: [CH3:32][C:6]1([CH3:33])[C:7]2[C:12](=[CH:11][C:10]([NH:13][C:14](=[O:31])[C:15]3[CH:20]=[CH:19][CH:18]=[N:17][C:16]=3[NH:21][C:22]3[CH:30]=[C:29]4[C:25]([CH:26]=[N:27][NH:28]4)=[CH:24][CH:23]=3)=[CH:9][CH:8]=2)[NH:4][CH2:5]1. (4) The product is: [F:7][C:8]1[CH:9]=[CH:10][C:11]2[C:15]([N:16]3[CH2:22][CH2:21][CH2:20][N:19]([CH2:23][CH2:24][CH2:25][CH2:26][NH2:27])[CH2:18][CH2:17]3)=[CH:14][S:13][C:12]=2[CH:28]=1. Given the reactants [H-].[H-].[H-].[H-].[Li+].[Al+3].[F:7][C:8]1[CH:9]=[CH:10][C:11]2[C:15]([N:16]3[CH2:22][CH2:21][CH2:20][N:19]([CH2:23][CH2:24][CH2:25][C:26]#[N:27])[CH2:18][CH2:17]3)=[CH:14][S:13][C:12]=2[CH:28]=1, predict the reaction product. (5) Given the reactants Cl[C:2]1[C:7]([CH3:9])([CH3:8])[CH2:6][CH2:5][CH2:4][C:3]=1[CH:10]=[O:11].C(=O)([O-])[O-].[K+].[K+].CC1(C)C(C)(C)OB([C:26]2[CH:27]=[C:28]3[C:33](=[CH:34][CH:35]=2)[O:32][CH2:31][CH2:30][CH2:29]3)O1, predict the reaction product. The product is: [O:32]1[C:33]2[CH:34]=[CH:35][C:26]([C:2]3[C:7]([CH3:9])([CH3:8])[CH2:6][CH2:5][CH2:4][C:3]=3[CH:10]=[O:11])=[CH:27][C:28]=2[CH:29]=[CH:30][CH2:31]1. (6) Given the reactants [CH2:1]([S:6][C:7]1[N:11]=[CH:10][N:9](COCC[Si](C)(C)C)[C:8]=1[C:20]1[CH2:21][N:22]([CH3:26])[CH2:23][CH2:24][CH:25]=1)[CH2:2][CH2:3][CH2:4][CH3:5].CCCC[N+](CCCC)(CCCC)CCCC.[F-], predict the reaction product. The product is: [CH2:1]([S:6][C:7]1[N:11]=[CH:10][NH:9][C:8]=1[C:20]1[CH2:21][N:22]([CH3:26])[CH2:23][CH2:24][CH:25]=1)[CH2:2][CH2:3][CH2:4][CH3:5]. (7) The product is: [ClH:34].[ClH:34].[CH2:1]([N:3]([CH2:14][CH2:15][NH:16][C:17]([C:19]1[C:32]2[C:23](=[N:24][C:25]3[C:30]([N:31]=2)=[CH:29][CH:28]=[C:27]([I:33])[CH:26]=3)[CH:22]=[CH:21][CH:20]=1)=[O:18])[CH2:4][CH2:5][O:6][C:7]1[C:8]([F:13])=[N:9][CH:10]=[CH:11][CH:12]=1)[CH3:2]. Given the reactants [CH2:1]([N:3]([CH2:14][CH2:15][NH:16][C:17]([C:19]1[C:32]2[C:23](=[N:24][C:25]3[C:30]([N:31]=2)=[CH:29][CH:28]=[C:27]([I:33])[CH:26]=3)[CH:22]=[CH:21][CH:20]=1)=[O:18])[CH2:4][CH2:5][O:6][C:7]1[C:8]([F:13])=[N:9][CH:10]=[CH:11][CH:12]=1)[CH3:2].[ClH:34].Cl.C(N(CCNC(C1C=NC2C(=CC=C(I)C=2)N=1)=O)CCOC1C(F)=NC=CC=1)C, predict the reaction product.